Task: Regression. Given a peptide amino acid sequence and an MHC pseudo amino acid sequence, predict their binding affinity value. This is MHC class II binding data.. Dataset: Peptide-MHC class II binding affinity with 134,281 pairs from IEDB (1) The MHC is HLA-DPA10103-DPB10401 with pseudo-sequence HLA-DPA10103-DPB10401. The peptide sequence is YVDEHLMCEIEGHHL. The binding affinity (normalized) is 0.205. (2) The peptide sequence is ELQLKDGRRIVVPCR. The MHC is HLA-DQA10601-DQB10402 with pseudo-sequence HLA-DQA10601-DQB10402. The binding affinity (normalized) is 0. (3) The peptide sequence is PNESYKKQVTIRIGC. The MHC is DRB4_0101 with pseudo-sequence DRB4_0103. The binding affinity (normalized) is 0.311. (4) The peptide sequence is EKKYFAATQFEPVAA. The MHC is HLA-DQA10501-DQB10201 with pseudo-sequence HLA-DQA10501-DQB10201. The binding affinity (normalized) is 0.492. (5) The peptide sequence is EKKYFAYTQFEPLAA. The MHC is HLA-DQA10101-DQB10501 with pseudo-sequence HLA-DQA10101-DQB10501. The binding affinity (normalized) is 0.603. (6) The MHC is DRB1_1201 with pseudo-sequence DRB1_1201. The peptide sequence is YAIGGSSNPTILSEG. The binding affinity (normalized) is 0.191. (7) The peptide sequence is MWDPDVYLAFSGHRN. The MHC is DRB1_1501 with pseudo-sequence DRB1_1501. The binding affinity (normalized) is 0.525.